From a dataset of Catalyst prediction with 721,799 reactions and 888 catalyst types from USPTO. Predict which catalyst facilitates the given reaction. Reactant: [CH3:1][CH2:2][O:3][C:4]([C:6]1[CH:11]([C:12]2[CH:13]=[CH:14][CH:15]=[CH:16][C:17]=2[Cl:18])[C:10]([C:19]([O:21][CH3:22])=[O:20])=[C:9]([CH3:23])[NH:8][C:7]=1[CH2:24][O:25][CH2:26][CH2:27][NH2:28])=[O:5].CC[O:31][C:32]([C:34]1C(C2C=CC=CC=2Cl)C(C(OC)=O)=C(C)[NH:36][C:35]=1[CH2:52][O:53]CCN)=[O:33].C(/C(O)=O)=C/C(O)=[O:60]. Product: [CH3:1][CH2:2][O:3][C:4]([C:6]1[CH:11]([C:12]2[CH:13]=[CH:14][CH:15]=[CH:16][C:17]=2[Cl:18])[C:10]([C:19]([O:21][CH3:22])=[O:20])=[C:9]([CH3:23])[NH:8][C:7]=1[CH2:24][O:25][CH2:26][CH2:27][NH2:28])=[O:5].[NH2:36][C@H:35]([C:52]([O-:53])=[O:60])[CH2:34][C:32]([O-:31])=[O:33]. The catalyst class is: 4.